Dataset: Catalyst prediction with 721,799 reactions and 888 catalyst types from USPTO. Task: Predict which catalyst facilitates the given reaction. (1) Reactant: FC(F)(F)C(O)=O.C(OC(=O)[CH:14]([C:20](=[O:37])[C:21]1[CH:26]=[CH:25][C:24]([C:27]([F:30])([F:29])[F:28])=[C:23]([NH:31][CH3:32])[C:22]=1[S:33]([CH3:36])(=[O:35])=[O:34])[C:15]([CH:17]1[CH2:19][CH2:18]1)=[O:16])(C)(C)C. Product: [CH:17]1([C:15](=[O:16])[CH2:14][C:20]([C:21]2[CH:26]=[CH:25][C:24]([C:27]([F:29])([F:28])[F:30])=[C:23]([NH:31][CH3:32])[C:22]=2[S:33]([CH3:36])(=[O:34])=[O:35])=[O:37])[CH2:19][CH2:18]1. The catalyst class is: 2. (2) Reactant: [CH3:1][C:2]([C:6]1[CH:7]=[C:8]2[C:12](=[CH:13][CH:14]=1)[C:11](=O)[CH2:10][CH2:9]2)([CH3:5])[C:3]#[N:4].C([O-])(=O)C.[NH4+].C([BH3-])#[N:22].[Na+].[OH-].[Na+]. Product: [NH2:22][CH:11]1[C:12]2[C:8](=[CH:7][C:6]([C:2]([CH3:5])([CH3:1])[C:3]#[N:4])=[CH:14][CH:13]=2)[CH2:9][CH2:10]1. The catalyst class is: 41.